Dataset: Forward reaction prediction with 1.9M reactions from USPTO patents (1976-2016). Task: Predict the product of the given reaction. (1) Given the reactants C([O:8][C:9]1[CH:28]=[CH:27][C:12]([C:13]([NH:15][C:16]2[S:17][C:18]([C:21]3[CH:26]=[CH:25][CH:24]=[CH:23][CH:22]=3)=[N:19][N:20]=2)=[O:14])=[CH:11][C:10]=1[NH:29][C:30]([C:32]1([N:35]2[CH2:40][CH2:39][O:38][CH2:37][CH2:36]2)[CH2:34][CH2:33]1)=[O:31])C1C=CC=CC=1.C1COCC1, predict the reaction product. The product is: [OH:8][C:9]1[CH:28]=[CH:27][C:12]([C:13]([NH:15][C:16]2[S:17][C:18]([C:21]3[CH:22]=[CH:23][CH:24]=[CH:25][CH:26]=3)=[N:19][N:20]=2)=[O:14])=[CH:11][C:10]=1[NH:29][C:30]([C:32]1([N:35]2[CH2:36][CH2:37][O:38][CH2:39][CH2:40]2)[CH2:33][CH2:34]1)=[O:31]. (2) Given the reactants [OH:1][C:2]1[C:14]2[CH2:13][O:12][C:11](=[O:15])[C:10]=2[C:9](/[CH:16]=[CH:17]/[C:18]2[CH:23]=[CH:22][CH:21]=[CH:20][CH:19]=2)=[C:8]2[C:3]=1[CH:4]=[C:5]([O:26][CH3:27])[C:6]([O:24][CH3:25])=[CH:7]2.IC.[C:30](=O)([O-])[O-].[K+].[K+].[Cl-].[NH4+], predict the reaction product. The product is: [CH3:30][O:1][C:2]1[C:14]2[CH2:13][O:12][C:11](=[O:15])[C:10]=2[C:9](/[CH:16]=[CH:17]/[C:18]2[CH:23]=[CH:22][CH:21]=[CH:20][CH:19]=2)=[C:8]2[C:3]=1[CH:4]=[C:5]([O:26][CH3:27])[C:6]([O:24][CH3:25])=[CH:7]2. (3) Given the reactants [CH:1](=O)[C:2]1[CH:7]=[CH:6][CH:5]=[CH:4][CH:3]=1.S([O-])([O-])(=O)=O.[Na+].[Na+].[NH2:16][C:17]1[CH:25]=[CH:24][CH:23]=[C:22]2[C:18]=1[CH2:19][O:20][C:21]2=[O:26], predict the reaction product. The product is: [CH:1](=[N:16]/[C:17]1[CH:25]=[CH:24][CH:23]=[C:22]2[C:18]=1[CH2:19][O:20][C:21]2=[O:26])\[C:2]1[CH:7]=[CH:6][CH:5]=[CH:4][CH:3]=1. (4) Given the reactants O=[C:2]1[NH:10][C:9]2[C:4](=[N:5][C:6]([C:11]3[CH:12]=[N:13][N:14]4[CH:19]=[CH:18][C:17]([C:20]#[N:21])=[CH:16][C:15]=34)=[N:7][CH:8]=2)[N:3]1[CH:22]1[CH2:27][CH2:26][O:25][CH2:24][CH2:23]1.[CH2:28]([N:30]=C=S)[CH3:29].CCN=C=NCCCN(C)C.Cl.CCN(C(C)C)C(C)C, predict the reaction product. The product is: [CH2:28]([NH:30][C:2]1[N:3]([CH:22]2[CH2:23][CH2:24][O:25][CH2:26][CH2:27]2)[C:4]2[C:9]([N:10]=1)=[CH:8][N:7]=[C:6]([C:11]1[CH:12]=[N:13][N:14]3[CH:19]=[CH:18][C:17]([C:20]#[N:21])=[CH:16][C:15]=13)[N:5]=2)[CH3:29]. (5) Given the reactants [Br:1][C:2]1[CH:3]=[CH:4][C:5]([O:9][CH:10]([CH2:14][CH2:15][CH3:16])[CH2:11][CH2:12][CH3:13])=[C:6]([CH:8]=1)[NH2:7].BrC1C=CC(OC(C(C)C)C(C)C)=C(C=1)N.BrC1C=CC(OC(C(C)C)C(C)C)=C(N[C:41]([NH:43][C:44]2[CH:49]=[CH:48][C:47]([CH3:50])=[CH:46][CH:45]=2)=[O:42])C=1, predict the reaction product. The product is: [Br:1][C:2]1[CH:3]=[CH:4][C:5]([O:9][CH:10]([CH2:14][CH2:15][CH3:16])[CH2:11][CH2:12][CH3:13])=[C:6]([NH:7][C:41]([NH:43][C:44]2[CH:49]=[CH:48][C:47]([CH3:50])=[CH:46][CH:45]=2)=[O:42])[CH:8]=1. (6) Given the reactants [F:1][C:2]1[CH:10]=[C:9]2[C:5]([CH2:6][C:7](=[O:18])[N:8]2[C:11]([O:13][C:14]([CH3:17])([CH3:16])[CH3:15])=[O:12])=[CH:4][CH:3]=1.C([O-])([O-])=O.[K+].[K+].Br[CH2:26][CH2:27]Br, predict the reaction product. The product is: [F:1][C:2]1[CH:10]=[C:9]2[C:5]([C:6]3([CH2:27][CH2:26]3)[C:7](=[O:18])[N:8]2[C:11]([O:13][C:14]([CH3:15])([CH3:17])[CH3:16])=[O:12])=[CH:4][CH:3]=1. (7) Given the reactants [CH2:1]([O:8][C:9]1[CH:17]=[CH:16][C:12]([C:13](O)=O)=[CH:11][CH:10]=1)[C:2]1[CH:7]=[CH:6][CH:5]=[CH:4][CH:3]=1.[NH2:18][C:19]1[NH:23][N:22]=C(C2C=CC(OC3C=CC=CC=3)=CC=2)[C:20]=1[C:37]#[N:38], predict the reaction product. The product is: [NH2:18][C:19]1[NH:23][N:22]=[C:13]([C:12]2[CH:16]=[CH:17][C:9]([O:8][CH2:1][C:2]3[CH:7]=[CH:6][CH:5]=[CH:4][CH:3]=3)=[CH:10][CH:11]=2)[C:20]=1[C:37]#[N:38].